From a dataset of NCI-60 drug combinations with 297,098 pairs across 59 cell lines. Regression. Given two drug SMILES strings and cell line genomic features, predict the synergy score measuring deviation from expected non-interaction effect. (1) Synergy scores: CSS=2.73, Synergy_ZIP=-25.3, Synergy_Bliss=-44.5, Synergy_Loewe=-43.1, Synergy_HSA=-42.3. Cell line: KM12. Drug 1: C1=C(C(=O)NC(=O)N1)F. Drug 2: C1C(C(OC1N2C=NC(=NC2=O)N)CO)O. (2) Drug 1: CC1=C(C=C(C=C1)C(=O)NC2=CC(=CC(=C2)C(F)(F)F)N3C=C(N=C3)C)NC4=NC=CC(=N4)C5=CN=CC=C5. Drug 2: CC1C(C(CC(O1)OC2CC(CC3=C2C(=C4C(=C3O)C(=O)C5=CC=CC=C5C4=O)O)(C(=O)C)O)N)O. Cell line: HS 578T. Synergy scores: CSS=42.7, Synergy_ZIP=0.0572, Synergy_Bliss=-0.0711, Synergy_Loewe=-22.0, Synergy_HSA=0.0862. (3) Drug 1: CC(C)(C#N)C1=CC(=CC(=C1)CN2C=NC=N2)C(C)(C)C#N. Drug 2: C1C(C(OC1N2C=NC3=C2NC=NCC3O)CO)O. Cell line: IGROV1. Synergy scores: CSS=-1.26, Synergy_ZIP=0.0964, Synergy_Bliss=-1.01, Synergy_Loewe=-0.430, Synergy_HSA=-1.74. (4) Drug 2: CC1=C(C(CCC1)(C)C)C=CC(=CC=CC(=CC(=O)O)C)C. Drug 1: CCC1(CC2CC(C3=C(CCN(C2)C1)C4=CC=CC=C4N3)(C5=C(C=C6C(=C5)C78CCN9C7C(C=CC9)(C(C(C8N6C=O)(C(=O)OC)O)OC(=O)C)CC)OC)C(=O)OC)O.OS(=O)(=O)O. Cell line: OVCAR-8. Synergy scores: CSS=53.8, Synergy_ZIP=17.6, Synergy_Bliss=12.5, Synergy_Loewe=5.75, Synergy_HSA=14.4.